From a dataset of Reaction yield outcomes from USPTO patents with 853,638 reactions. Predict the reaction yield, written as a fraction of the theoretical maximum amount of product (1.0 means a 100% yield; for example, 0.34 means a 34% yield). (1) The reactants are [Cl:1][C:2]1[CH:3]=[C:4]([C:32]2[CH:37]=[CH:36][C:35]([C:38]([N:40]3[CH2:45][CH2:44][C:43]([F:47])([F:46])[CH2:42][CH2:41]3)=[O:39])=[CH:34][CH:33]=2)[CH:5]=[CH:6][C:7]=1[CH2:8][C@@H:9]1[CH2:13][CH2:12][N:11]([N:14]2[CH2:19][CH2:18][CH:17]([O:20][Si](C(C)C)(C(C)C)C(C)C)[CH2:16][CH2:15]2)[C:10]1=[O:31].O.C(O)(C(F)(F)F)=O. The catalyst is C1COCC1. The product is [Cl:1][C:2]1[CH:3]=[C:4]([C:32]2[CH:37]=[CH:36][C:35]([C:38]([N:40]3[CH2:45][CH2:44][C:43]([F:47])([F:46])[CH2:42][CH2:41]3)=[O:39])=[CH:34][CH:33]=2)[CH:5]=[CH:6][C:7]=1[CH2:8][C@@H:9]1[CH2:13][CH2:12][N:11]([N:14]2[CH2:19][CH2:18][CH:17]([OH:20])[CH2:16][CH2:15]2)[C:10]1=[O:31]. The yield is 0.520. (2) The yield is 0.547. The product is [CH:1]([C:4]1[CH:9]=[C:8]([C:10]2[N:11]([C:16]3[CH:21]=[CH:20][C:19]([CH2:22][N:23]4[CH2:28][CH2:27][O:26][CH2:25][CH2:24]4)=[CH:18][CH:17]=3)[C:12]([SH:15])=[N:13][N:14]=2)[C:7]([OH:29])=[CH:6][C:5]=1[OH:33])([CH3:3])[CH3:2]. The reactants are [CH:1]([C:4]1[C:5]([O:33]COC)=[CH:6][C:7]([O:29]COC)=[C:8]([C:10]2[N:11]([C:16]3[CH:21]=[CH:20][C:19]([CH2:22][N:23]4[CH2:28][CH2:27][O:26][CH2:25][CH2:24]4)=[CH:18][CH:17]=3)[C:12](=[S:15])[NH:13][N:14]=2)[CH:9]=1)([CH3:3])[CH3:2].Cl.[OH-].[Na+]. The catalyst is C(O)C. (3) The reactants are C(N(CC)CC)C.[CH2:8]([OH:11])[C:9]#[CH:10].Cl[C:13]1[N:14]=[C:15]2[C:20](=[CH:21][CH:22]=1)[N:19]([CH3:23])[CH:18]=[C:17]([C:24]([O:26][CH2:27][CH3:28])=[O:25])[C:16]2=[O:29].CN(C=O)C. The catalyst is CCOCC.Cl[Pd](Cl)([P](C1C=CC=CC=1)(C1C=CC=CC=1)C1C=CC=CC=1)[P](C1C=CC=CC=1)(C1C=CC=CC=1)C1C=CC=CC=1. The product is [OH:11][CH2:8][C:9]#[C:10][C:13]1[N:14]=[C:15]2[C:20](=[CH:21][CH:22]=1)[N:19]([CH3:23])[CH:18]=[C:17]([C:24]([O:26][CH2:27][CH3:28])=[O:25])[C:16]2=[O:29]. The yield is 0.550. (4) The reactants are [NH2:1][CH2:2][C:3]1[CH:15]=[CH:14][C:6]([O:7][CH2:8][CH2:9][C:10]([O:12][CH3:13])=[O:11])=[CH:5][CH:4]=1.CCN(C(C)C)C(C)C.[C:25]([O:29][C:30]([NH:32][CH2:33][C:34]1[CH:42]=[CH:41][C:37]([C:38](O)=[O:39])=[CH:36][CH:35]=1)=[O:31])([CH3:28])([CH3:27])[CH3:26].CN(C(ON1N=NC2C=CC=NC1=2)=[N+](C)C)C.F[P-](F)(F)(F)(F)F. The catalyst is CN(C=O)C. The product is [C:25]([O:29][C:30]([NH:32][CH2:33][C:34]1[CH:35]=[CH:36][C:37]([C:38]([NH:1][CH2:2][C:3]2[CH:15]=[CH:14][C:6]([O:7][CH2:8][CH2:9][C:10]([O:12][CH3:13])=[O:11])=[CH:5][CH:4]=2)=[O:39])=[CH:41][CH:42]=1)=[O:31])([CH3:28])([CH3:26])[CH3:27]. The yield is 0.720. (5) The reactants are [CH3:1][O:2][C:3]1[CH:22]=[CH:21][C:6]([CH2:7][N:8]2[C:12]3[N:13]=[CH:14][C:15]4[CH2:16][NH:17][CH2:18][CH2:19][C:20]=4[C:11]=3[CH:10]=[N:9]2)=[CH:5][CH:4]=1.C(N(CC)CC)C.[Cl:30][CH:31]([C:35]1[CH:40]=[CH:39][CH:38]=[CH:37][CH:36]=1)[C:32](Cl)=[O:33]. The catalyst is ClCCl. The product is [Cl:30][CH:31]([C:35]1[CH:40]=[CH:39][CH:38]=[CH:37][CH:36]=1)[C:32]([N:17]1[CH2:16][C:15]2[CH:14]=[N:13][C:12]3[N:8]([CH2:7][C:6]4[CH:5]=[CH:4][C:3]([O:2][CH3:1])=[CH:22][CH:21]=4)[N:9]=[CH:10][C:11]=3[C:20]=2[CH2:19][CH2:18]1)=[O:33]. The yield is 0.850. (6) The reactants are C([Li])CCC.[NH:6]1[CH2:11][CH2:10][CH2:9][CH2:8][C:7]1=[O:12].Cl[C:14]([O:16][CH2:17][C:18]1[CH:23]=[CH:22][CH:21]=[CH:20][CH:19]=1)=[O:15].O. The catalyst is C1COCC1. The product is [O:12]=[C:7]1[CH2:8][CH2:9][CH2:10][CH2:11][N:6]1[C:14]([O:16][CH2:17][C:18]1[CH:23]=[CH:22][CH:21]=[CH:20][CH:19]=1)=[O:15]. The yield is 0.700. (7) The reactants are [F:1][C:2]1[CH:7]=[CH:6][C:5]([CH2:8][C:9]2[CH:18]=[C:17]3[C:12]([C:13]([OH:26])=[C:14]([C:21](OCC)=[O:22])[C:15](=[O:20])[N:16]3[CH3:19])=[N:11][CH:10]=2)=[CH:4][CH:3]=1.[NH2:27][C:28]1([CH2:33][OH:34])[CH2:32][CH2:31][CH2:30][CH2:29]1. No catalyst specified. The product is [F:1][C:2]1[CH:7]=[CH:6][C:5]([CH2:8][C:9]2[CH:18]=[C:17]3[C:12]([C:13]([OH:26])=[C:14]([C:21]([NH:27][C:28]4([CH2:33][OH:34])[CH2:32][CH2:31][CH2:30][CH2:29]4)=[O:22])[C:15](=[O:20])[N:16]3[CH3:19])=[N:11][CH:10]=2)=[CH:4][CH:3]=1. The yield is 0.480. (8) The reactants are CS(O)(=O)=O.[C:6]([N:9]1[CH2:14][CH2:13][CH:12]([N:15]2[C:28](=[O:29])[C@H:27]([NH2:30])[CH2:26][C:25]3[CH:24]=[CH:23][C:22]4[NH:21][N:20]=[CH:19][C:18]=4[C:17]=3[CH2:16]2)[CH2:11][CH2:10]1)(=[O:8])[CH3:7].[C:31](O)(=[O:33])C.[NH:35]1[CH2:40][CH2:39][CH:38]([N:41]2[CH2:50][C:49]3[C:44](=[CH:45][CH:46]=[CH:47][CH:48]=3)[NH:43][C:42]2=[O:51])[CH2:37][CH2:36]1. No catalyst specified. The product is [C:6]([N:9]1[CH2:14][CH2:13][CH:12]([N:15]2[C:28](=[O:29])[C@H:27]([NH:30][C:31]([N:35]3[CH2:36][CH2:37][CH:38]([N:41]4[CH2:50][C:49]5[C:44](=[CH:45][CH:46]=[CH:47][CH:48]=5)[NH:43][C:42]4=[O:51])[CH2:39][CH2:40]3)=[O:33])[CH2:26][C:25]3[CH:24]=[CH:23][C:22]4[NH:21][N:20]=[CH:19][C:18]=4[C:17]=3[CH2:16]2)[CH2:11][CH2:10]1)(=[O:8])[CH3:7]. The yield is 0.280. (9) The reactants are [C:1]1([S:7](Cl)(=[O:9])=[O:8])[CH:6]=[CH:5][CH:4]=[CH:3][CH:2]=1.[NH:11]1[C:19]2[C:14](=[CH:15][CH:16]=[CH:17][CH:18]=2)[CH2:13][CH2:12]1.CCN(CC)CC. The catalyst is CN(C1C=CN=CC=1)C.C(Cl)Cl. The product is [C:1]1([S:7]([N:11]2[C:19]3[C:14](=[CH:15][CH:16]=[CH:17][CH:18]=3)[CH2:13][CH2:12]2)(=[O:9])=[O:8])[CH:6]=[CH:5][CH:4]=[CH:3][CH:2]=1. The yield is 0.960. (10) The reactants are [CH:1]([O:4][C:5]1[CH:10]=[CH:9][C:8]([C:11]2[CH:12]=[C:13]3[C:17](=[CH:18][CH:19]=2)[N:16]([C:20]2[CH:29]=[CH:28][C:27]4[C:22](=[CH:23][CH:24]=[CH:25][CH:26]=4)[CH:21]=2)[C:15]([C:30]([OH:32])=[O:31])=[CH:14]3)=[CH:7][CH:6]=1)([CH3:3])[CH3:2].C[O-].[Na+:35]. The catalyst is C1COCC1. The product is [CH:1]([O:4][C:5]1[CH:6]=[CH:7][C:8]([C:11]2[CH:12]=[C:13]3[C:17](=[CH:18][CH:19]=2)[N:16]([C:20]2[CH:29]=[CH:28][C:27]4[C:22](=[CH:23][CH:24]=[CH:25][CH:26]=4)[CH:21]=2)[C:15]([C:30]([O-:32])=[O:31])=[CH:14]3)=[CH:9][CH:10]=1)([CH3:3])[CH3:2].[Na+:35]. The yield is 0.990.